From a dataset of Full USPTO retrosynthesis dataset with 1.9M reactions from patents (1976-2016). Predict the reactants needed to synthesize the given product. (1) Given the product [NH2:19][C:4]1[CH:5]=[C:6]([F:18])[C:7]([C:8]2[S:9][C:10]3[C:11]([NH:47][C:30]4[CH:31]=[C:32]([CH3:33])[N:36]=[CH:35][N:29]=4)=[N:12][CH:13]=[CH:14][C:15]=3[N:16]=2)=[C:2]([Cl:1])[CH:3]=1, predict the reactants needed to synthesize it. The reactants are: [Cl:1][C:2]1[CH:3]=[C:4]([NH:19]C(=O)OC(C)(C)C)[CH:5]=[C:6]([F:18])[C:7]=1[C:8]1[S:9][C:10]2[C:11](Cl)=[N:12][CH:13]=[CH:14][C:15]=2[N:16]=1.ClC1[C:33]2S[C:35](C3C(F)=CC(I)=CC=3Cl)=[N:36][C:32]=2[CH:31]=[CH:30][N:29]=1.C(=O)(OC(C)(C)C)[NH2:47].CC1(C)C2C(=C(P(C3C=CC=CC=3)C3C=CC=CC=3)C=CC=2)OC2C(P(C3C=CC=CC=3)C3C=CC=CC=3)=CC=CC1=2. (2) Given the product [C:1]([O:5][C:6]([N:8]1[CH2:13][CH2:12][N:11]([CH2:17][C@@H:15]2[CH2:16][O:14]2)[CH2:10][CH2:9]1)=[O:7])([CH3:4])([CH3:2])[CH3:3], predict the reactants needed to synthesize it. The reactants are: [C:1]([O:5][C:6]([N:8]1[CH2:13][CH2:12][NH:11][CH2:10][CH2:9]1)=[O:7])([CH3:4])([CH3:3])[CH3:2].[O:14]1[CH2:16][C@H:15]1[CH2:17]OS(C1C=CC=C([N+]([O-])=O)C=1)(=O)=O. (3) Given the product [NH2:28][CH2:27][C@H:24]1[CH2:25][CH2:26][N:22]([C:3]2[C:2]([C:40]3[CH:41]=[N:42][C:37]([CH3:36])=[CH:38][CH:39]=3)=[CH:7][C:6]([C:8]([NH:9][C:10]3[CH:15]=[CH:14][C:13]([O:16][C:17]([F:19])([F:20])[F:18])=[CH:12][CH:11]=3)=[O:21])=[CH:5][N:4]=2)[CH2:23]1, predict the reactants needed to synthesize it. The reactants are: Br[C:2]1[C:3]([N:22]2[CH2:26][CH2:25][C@H:24]([CH2:27][NH:28]C(=O)OC(C)(C)C)[CH2:23]2)=[N:4][CH:5]=[C:6]([C:8](=[O:21])[NH:9][C:10]2[CH:15]=[CH:14][C:13]([O:16][C:17]([F:20])([F:19])[F:18])=[CH:12][CH:11]=2)[CH:7]=1.[CH3:36][C:37]1[N:42]=[CH:41][C:40](B(O)O)=[CH:39][CH:38]=1. (4) Given the product [CH3:12][C:13]1[CH:14]=[C:15]([N+:18]([O-:20])=[O:19])[CH:16]=[CH:17][C:6]=1[CH2:5][C:3]#[N:4], predict the reactants needed to synthesize it. The reactants are: [OH-].[K+].[C:3]([CH2:5][C:6](OCC)=O)#[N:4].F[C:12]1[CH:17]=[CH:16][C:15]([N+:18]([O-:20])=[O:19])=[CH:14][C:13]=1C.Cl.